Dataset: Forward reaction prediction with 1.9M reactions from USPTO patents (1976-2016). Task: Predict the product of the given reaction. (1) Given the reactants [C:1]([O:5][C:6](=[O:53])[N:7]([CH2:9][CH2:10][NH:11][C:12]([NH:14][C:15]1[CH:20]=[CH:19][C:18]([C:21]2[CH:22]=[C:23]3[C:29]([C:30]4[CH:35]=[CH:34][CH:33]=[CH:32][C:31]=4[O:36][CH3:37])=[CH:28][N:27](S(C4C=CC(C)=CC=4)(=O)=O)[C:24]3=[N:25][CH:26]=2)=[CH:17][C:16]=1[C:48](=[O:52])[N:49]([CH3:51])[CH3:50])=[O:13])[CH3:8])([CH3:4])([CH3:3])[CH3:2].[OH-].[K+], predict the reaction product. The product is: [C:1]([O:5][C:6](=[O:53])[N:7]([CH2:9][CH2:10][NH:11][C:12]([NH:14][C:15]1[CH:20]=[CH:19][C:18]([C:21]2[CH:22]=[C:23]3[C:29]([C:30]4[CH:35]=[CH:34][CH:33]=[CH:32][C:31]=4[O:36][CH3:37])=[CH:28][NH:27][C:24]3=[N:25][CH:26]=2)=[CH:17][C:16]=1[C:48](=[O:52])[N:49]([CH3:50])[CH3:51])=[O:13])[CH3:8])([CH3:2])([CH3:4])[CH3:3]. (2) Given the reactants C(OC(=O)[NH:7][CH2:8][CH2:9][NH:10][C:11](=[O:37])[C:12]1[CH:17]=[CH:16][C:15]([S:18](=[O:36])(=[O:35])[NH:19][C:20]2[CH:25]=[CH:24][CH:23]=[CH:22][C:21]=2[O:26][C:27]2[CH:32]=[CH:31][C:30]([Cl:33])=[CH:29][C:28]=2[Cl:34])=[CH:14][CH:13]=1)(C)(C)C, predict the reaction product. The product is: [ClH:33].[NH2:7][CH2:8][CH2:9][NH:10][C:11](=[O:37])[C:12]1[CH:13]=[CH:14][C:15]([S:18](=[O:35])(=[O:36])[NH:19][C:20]2[CH:25]=[CH:24][CH:23]=[CH:22][C:21]=2[O:26][C:27]2[CH:32]=[CH:31][C:30]([Cl:33])=[CH:29][C:28]=2[Cl:34])=[CH:16][CH:17]=1. (3) Given the reactants [NH2:1][C@@H:2]([CH2:7][CH2:8]Br)[C:3]([O:5][CH3:6])=[O:4].C(N(CC)C(C)C)(C)C.[C:19]([O:23][C:24]([O:26]C(OC(C)(C)C)=O)=O)([CH3:22])([CH3:21])[CH3:20].[I-:34].[Na+], predict the reaction product. The product is: [C:19]([O:23][C:24]([NH:1][C@@H:2]([CH2:7][CH2:8][I:34])[C:3]([O:5][CH3:6])=[O:4])=[O:26])([CH3:22])([CH3:21])[CH3:20]. (4) Given the reactants Cl[C:2]1[CH:7]=[C:6]([C:8]([F:11])([F:10])[F:9])[N:5]=[C:4]([C:12]2[CH:17]=[CH:16][CH:15]=[CH:14][CH:13]=2)[N:3]=1.[CH3:18][O:19][C:20]1[CH:21]=[CH:22][C:23]([CH3:27])=[C:24]([CH:26]=1)[NH2:25], predict the reaction product. The product is: [CH3:18][O:19][C:20]1[CH:21]=[CH:22][C:23]([CH3:27])=[C:24]([CH:26]=1)[NH:25][C:2]1[CH:7]=[C:6]([C:8]([F:11])([F:10])[F:9])[N:5]=[C:4]([C:12]2[CH:17]=[CH:16][CH:15]=[CH:14][CH:13]=2)[N:3]=1.